From a dataset of Peptide-MHC class I binding affinity with 185,985 pairs from IEDB/IMGT. Regression. Given a peptide amino acid sequence and an MHC pseudo amino acid sequence, predict their binding affinity value. This is MHC class I binding data. (1) The peptide sequence is SMPPPGTRV. The MHC is HLA-A02:02 with pseudo-sequence HLA-A02:02. The binding affinity (normalized) is 0.504. (2) The peptide sequence is RPAPARLPL. The MHC is HLA-B27:05 with pseudo-sequence HLA-B27:05. The binding affinity (normalized) is 0.0847. (3) The peptide sequence is FLIVRLNQCM. The MHC is HLA-A02:01 with pseudo-sequence HLA-A02:01. The binding affinity (normalized) is 0.673. (4) The peptide sequence is LRYTSQLDL. The MHC is HLA-B27:05 with pseudo-sequence HLA-B27:05. The binding affinity (normalized) is 0.391. (5) The peptide sequence is GMSWITQGL. The MHC is HLA-B57:01 with pseudo-sequence HLA-B57:01. The binding affinity (normalized) is 0.0847. (6) The peptide sequence is FSSPPAYVQQI. The MHC is Mamu-A01 with pseudo-sequence Mamu-A01. The binding affinity (normalized) is 0.795.